This data is from TCR-epitope binding with 47,182 pairs between 192 epitopes and 23,139 TCRs. The task is: Binary Classification. Given a T-cell receptor sequence (or CDR3 region) and an epitope sequence, predict whether binding occurs between them. (1) The epitope is YLNTLTLAV. The TCR CDR3 sequence is CASSLAATGPMNTEAFF. Result: 1 (the TCR binds to the epitope). (2) The epitope is SLVKPSFYV. The TCR CDR3 sequence is CASSLALGIEQFF. Result: 0 (the TCR does not bind to the epitope). (3) The epitope is WICLLQFAY. The TCR CDR3 sequence is CASSYLEGGTLHF. Result: 1 (the TCR binds to the epitope).